This data is from Full USPTO retrosynthesis dataset with 1.9M reactions from patents (1976-2016). The task is: Predict the reactants needed to synthesize the given product. (1) Given the product [CH3:3][N:4]([CH3:25])[C:5]([C:7]1[CH:8]=[CH:9][C:10]([O:17][CH2:18][C:19]2[CH:24]=[CH:23][CH:22]=[CH:21][CH:20]=2)=[C:11]([CH:16]=1)[C:12]([OH:14])=[O:13])=[O:6], predict the reactants needed to synthesize it. The reactants are: [Li+].[OH-].[CH3:3][N:4]([CH3:25])[C:5]([C:7]1[CH:8]=[CH:9][C:10]([O:17][CH2:18][C:19]2[CH:24]=[CH:23][CH:22]=[CH:21][CH:20]=2)=[C:11]([CH:16]=1)[C:12]([O:14]C)=[O:13])=[O:6].Cl. (2) Given the product [C:1]([O:5][C:6]([N:8]1[CH2:13][CH2:12][C@@H:11]([NH:23][CH2:16][C:17]2[CH:22]=[CH:21][CH:20]=[CH:19][CH:18]=2)[C@H:10]([F:15])[CH2:9]1)=[O:7])([CH3:4])([CH3:3])[CH3:2].[C:1]([O:5][C:6]([N:8]1[CH2:13][CH2:12][C@H:11]([NH:23][CH2:16][C:17]2[CH:22]=[CH:21][CH:20]=[CH:19][CH:18]=2)[C@H:10]([F:15])[CH2:9]1)=[O:7])([CH3:4])([CH3:3])[CH3:2], predict the reactants needed to synthesize it. The reactants are: [C:1]([O:5][C:6]([N:8]1[CH2:13][CH2:12][C:11](=O)[CH:10]([F:15])[CH2:9]1)=[O:7])([CH3:4])([CH3:3])[CH3:2].[CH2:16]([NH2:23])[C:17]1[CH:22]=[CH:21][CH:20]=[CH:19][CH:18]=1.C([BH3-])#N.[Na+]. (3) Given the product [CH2:7]([C:4]1[S:3][C:2]([C:18]#[C:17][Si:14]([CH3:16])([CH3:15])[CH3:13])=[CH:6][CH:5]=1)[CH2:8][CH2:9][CH2:10][CH2:11][CH3:12], predict the reactants needed to synthesize it. The reactants are: Br[C:2]1[S:3][C:4]([CH2:7][CH2:8][CH2:9][CH2:10][CH2:11][CH3:12])=[CH:5][CH:6]=1.[CH3:13][Si:14]([CH2:17][CH3:18])([CH3:16])[CH3:15]. (4) Given the product [Br:1][C:2]1[C:11]([OH:12])=[CH:10][C:9]2[C:8]([CH3:14])([CH3:21])[CH2:7][CH2:6][CH2:5][C:4]=2[CH:3]=1, predict the reactants needed to synthesize it. The reactants are: [Br:1][C:2]1[CH:3]=[C:4]2[C:9](=[CH:10][C:11]=1[O:12]C)[CH:8]([CH3:14])[CH:7](C)[CH2:6][CH2:5]2.B(Br)(Br)Br.Cl[CH2:21]Cl. (5) Given the product [CH3:7][N:8]1[C:13]2[CH:14]=[CH:15][C:16]([N:18]3[CH2:31][C@H:32]([CH2:33][NH:34][C:35](=[O:41])[O:36][C:37]([CH3:40])([CH3:39])[CH3:38])[O:42][C:19]3=[O:20])=[CH:17][C:12]=2[CH2:11][O:10][C:9]1=[O:29], predict the reactants needed to synthesize it. The reactants are: CC(C)([O-])C.[Li+].[CH3:7][N:8]1[C:13]2[CH:14]=[CH:15][C:16]([NH:18][C:19](=O)[O:20]CC3C=CC=CC=3)=[CH:17][C:12]=2[CH2:11][O:10][C:9]1=[O:29].Cl[CH2:31][C@@H:32]([OH:42])[CH2:33][NH:34][C:35](=[O:41])[O:36][C:37]([CH3:40])([CH3:39])[CH3:38]. (6) Given the product [CH3:1][O:2][C:3]1[C:16]([O:17][CH3:18])=[CH:15][CH:14]=[C:13]([C:19]2[CH:27]=[CH:26][CH:25]=[C:24]3[C:20]=2[CH2:21][CH2:22][C:23]3=[O:28])[C:4]=1[O:5][CH2:6][C:7]([CH3:12])([CH3:11])[C:8]([NH:38][CH2:36][CH3:35])=[O:9], predict the reactants needed to synthesize it. The reactants are: [CH3:1][O:2][C:3]1[C:16]([O:17][CH3:18])=[CH:15][CH:14]=[C:13]([C:19]2[CH:27]=[CH:26][CH:25]=[C:24]3[C:20]=2[CH2:21][CH2:22][C:23]3=[O:28])[C:4]=1[O:5][CH2:6][C:7]([CH3:12])([CH3:11])[C:8](O)=[O:9].COC1C(OC)=CC=C(C2C=CC=C3C=2CCC3=O)C=1OC[C:35](C)(C)[C:36]([NH:38]C)=O. (7) Given the product [N:26]1([CH2:31][CH2:32][NH:33][C:2]2[N:7]=[C:6]([C:8]3[S:12][C:11]4[C:13]([C:17]5[C:22]([CH3:23])=[CH:21][N:20]=[C:19]([F:24])[CH:18]=5)=[CH:14][CH:15]=[CH:16][C:10]=4[CH:9]=3)[C:5]([F:25])=[CH:4][N:3]=2)[CH:30]=[CH:29][N:28]=[N:27]1, predict the reactants needed to synthesize it. The reactants are: Cl[C:2]1[N:7]=[C:6]([C:8]2[S:12][C:11]3[C:13]([C:17]4[C:22]([CH3:23])=[CH:21][N:20]=[C:19]([F:24])[CH:18]=4)=[CH:14][CH:15]=[CH:16][C:10]=3[CH:9]=2)[C:5]([F:25])=[CH:4][N:3]=1.[N:26]1([CH2:31][CH2:32][NH2:33])[CH:30]=[CH:29][N:28]=[N:27]1. (8) Given the product [CH3:1][N:2]1[CH2:6][CH2:5][CH2:4][C@H:3]1[CH2:7][O:8][C:9]1[CH:21]=[CH:20][C:12]([C:13]([O:15][C:16]([CH3:19])([CH3:17])[CH3:18])=[O:14])=[C:11]([N:22]([CH:23]2[CH2:28][CH2:27][O:26][CH2:25][CH2:24]2)[C:29](=[O:30])[C:31]([F:34])([F:33])[F:32])[CH:10]=1, predict the reactants needed to synthesize it. The reactants are: [CH3:1][N:2]1[CH2:6][CH2:5][CH2:4][C@H:3]1[CH2:7][O:8][C:9]1[CH:21]=[CH:20][C:12]([C:13]([O:15][C:16]([CH3:19])([CH3:18])[CH3:17])=[O:14])=[C:11]([NH:22][CH:23]2[CH2:28][CH2:27][O:26][CH2:25][CH2:24]2)[CH:10]=1.[C:29](O[C:29]([C:31]([F:34])([F:33])[F:32])=[O:30])([C:31]([F:34])([F:33])[F:32])=[O:30]. (9) Given the product [NH2:21][C:16]1[CH:17]=[CH:18][CH:19]=[CH:20][C:15]=1[NH:14][CH2:13][C@H:9]([NH:8][C:6]([O:5][C:1]([CH3:4])([CH3:3])[CH3:2])=[O:7])[C:10]([OH:12])=[O:11], predict the reactants needed to synthesize it. The reactants are: [C:1]([O:5][C:6]([NH:8][C@@H:9]([CH2:13][NH:14][C:15]1[CH:20]=[CH:19][CH:18]=[CH:17][C:16]=1[N+:21]([O-])=O)[C:10]([OH:12])=[O:11])=[O:7])([CH3:4])([CH3:3])[CH3:2]. (10) Given the product [C:1]([O:5][C:6]([NH:8][CH2:9][C:10]1[C:11]([CH2:30][CH:31]([CH3:33])[CH3:32])=[N:12][C:13]2[C:18]([C:19]=1[C:20]1[CH:21]=[CH:22][CH:23]=[CH:24][CH:25]=1)=[CH:17][C:16]([C:26]([OH:28])=[O:27])=[CH:15][CH:14]=2)=[O:7])([CH3:4])([CH3:3])[CH3:2], predict the reactants needed to synthesize it. The reactants are: [C:1]([O:5][C:6]([NH:8][CH2:9][C:10]1[C:11]([CH2:30][CH:31]([CH3:33])[CH3:32])=[N:12][C:13]2[C:18]([C:19]=1[C:20]1[CH:25]=[CH:24][CH:23]=[CH:22][CH:21]=1)=[CH:17][C:16]([C:26]([O:28]C)=[O:27])=[CH:15][CH:14]=2)=[O:7])([CH3:4])([CH3:3])[CH3:2].CO.[OH-].[Na+].